This data is from Catalyst prediction with 721,799 reactions and 888 catalyst types from USPTO. The task is: Predict which catalyst facilitates the given reaction. Reactant: BrC1C=CC([NH:8][C:9]2[N:14]=[C:13](Cl)[N:12]=[C:11]([C:16]3[CH:21]=[C:20]([Cl:22])[CH:19]=[CH:18][C:17]=3[CH3:23])[N:10]=2)=CC=1.[CH3:24][Mg]Br. Product: [Cl:22][C:20]1[CH:19]=[CH:18][C:17]([CH3:23])=[C:16]([C:11]2[N:12]=[C:13]([CH3:24])[N:14]=[C:9]([NH2:8])[N:10]=2)[CH:21]=1. The catalyst class is: 7.